From a dataset of HIV replication inhibition screening data with 41,000+ compounds from the AIDS Antiviral Screen. Binary Classification. Given a drug SMILES string, predict its activity (active/inactive) in a high-throughput screening assay against a specified biological target. (1) The compound is N#Cc1c(C#N)c(-c2ccco2)n(N=Cc2ccco2)c1N. The result is 0 (inactive). (2) The molecule is CC(C)=CCCC(C)=CCCC(C)=CC(O)c1ccccc1. The result is 0 (inactive). (3) The drug is O=C(c1ccccc1)C(O)(Cc1ccccc1)c1ccccc1. The result is 0 (inactive). (4) The molecule is C[n+]1c(Cl)cn2c3nc4ccccc4nc3c([O-])c(C#N)c21. The result is 0 (inactive). (5) The compound is COC(=O)C1=C(C(=O)OC)SC(=Cc2ccccc2C=C2SC(C(=O)OC)=C(C(=O)OC)S2)S1. The result is 0 (inactive). (6) The result is 0 (inactive). The molecule is O=C(O)CCCCCCCCCCCOc1ccccc1.